Task: Predict the reactants needed to synthesize the given product.. Dataset: Full USPTO retrosynthesis dataset with 1.9M reactions from patents (1976-2016) (1) Given the product [F:1][C:2]1[CH:3]=[C:4]([C:26]2[N:27]=[C:28]([NH:35][C:36]3[CH:41]=[CH:40][C:39]([N:42]4[CH2:47][CH2:46][N:45]([CH:48]5[CH2:49][O:50][CH2:51]5)[CH2:44][CH2:43]4)=[CH:38][N:37]=3)[C:29]3[N:30]([CH:32]=[CH:33][N:34]=3)[CH:31]=2)[C:5]([CH2:22][OH:52])=[C:6]([N:8]2[CH2:20][CH2:19][N:11]3[C:12]4[CH2:13][CH2:14][CH2:15][CH2:16][C:17]=4[CH:18]=[C:10]3[C:9]2=[O:21])[CH:7]=1, predict the reactants needed to synthesize it. The reactants are: [F:1][C:2]1[CH:3]=[C:4]([C:26]2[N:27]=[C:28]([NH:35][C:36]3[CH:41]=[CH:40][C:39]([N:42]4[CH2:47][CH2:46][N:45]([CH:48]5[CH2:51][O:50][CH2:49]5)[CH2:44][CH2:43]4)=[CH:38][N:37]=3)[C:29]3[N:30]([CH:32]=[CH:33][N:34]=3)[CH:31]=2)[C:5]([CH2:22]C(=O)C)=[C:6]([N:8]2[CH2:20][CH2:19][N:11]3[C:12]4[CH2:13][CH2:14][CH2:15][CH2:16][C:17]=4[CH:18]=[C:10]3[C:9]2=[O:21])[CH:7]=1.[OH2:52].[Li+].[OH-]. (2) Given the product [Cl:1][C:2]1[CH:7]=[CH:6][CH:5]=[CH:4][C:3]=1[N:8]=[C:9]([Cl:22])[C:10]1[CH:15]=[CH:14][C:13]([S:16]([CH3:19])(=[O:18])=[O:17])=[CH:12][N:11]=1, predict the reactants needed to synthesize it. The reactants are: [Cl:1][C:2]1[CH:7]=[CH:6][CH:5]=[CH:4][C:3]=1[NH:8][C:9](=O)[C:10]1[CH:15]=[CH:14][C:13]([S:16]([CH3:19])(=[O:18])=[O:17])=[CH:12][N:11]=1.P(Cl)(Cl)(Cl)(Cl)[Cl:22]. (3) Given the product [CH:23]1([C:20]2[N:19]=[C:18]([C:12]3[N:8]4[CH2:9][CH2:10][O:11][C:5]5[CH:4]=[C:3]([F:27])[C:2]([C:33]#[C:32][C:31]([OH:34])([CH3:35])[CH2:30][O:29][CH3:28])=[CH:26][C:6]=5[C:7]4=[N:14][C:13]=3[C:15]([NH2:17])=[O:16])[NH:22][N:21]=2)[CH2:25][CH2:24]1, predict the reactants needed to synthesize it. The reactants are: Br[C:2]1[C:3]([F:27])=[CH:4][C:5]2[O:11][CH2:10][CH2:9][N:8]3[C:12]([C:18]4[NH:22][N:21]=[C:20]([CH:23]5[CH2:25][CH2:24]5)[N:19]=4)=[C:13]([C:15]([NH2:17])=[O:16])[N:14]=[C:7]3[C:6]=2[CH:26]=1.[CH3:28][O:29][CH2:30][C:31]([CH3:35])([OH:34])[C:32]#[CH:33].C(NC(C)C)(C)C.